Task: Predict the reactants needed to synthesize the given product.. Dataset: Full USPTO retrosynthesis dataset with 1.9M reactions from patents (1976-2016) (1) Given the product [OH:1][CH2:2][C:3]([N:12]1[CH2:13][CH2:14][N:9]([CH3:8])[CH2:10][CH2:11]1)=[O:5], predict the reactants needed to synthesize it. The reactants are: [OH:1][CH2:2][C:3]([O:5]CC)=O.[CH3:8][N:9]1[CH2:14][CH2:13][NH:12][CH2:11][CH2:10]1. (2) Given the product [C:16]1([CH3:19])[CH:17]=[CH:18][C:13]([NH:12][C:8]2[CH:9]=[CH:10][C:5]([NH:4][C:2](=[O:3])[CH3:1])=[CH:6][CH:7]=2)=[CH:14][CH:15]=1, predict the reactants needed to synthesize it. The reactants are: [CH3:1][C:2]([NH:4][C:5]1[CH:10]=[CH:9][C:8](Cl)=[CH:7][CH:6]=1)=[O:3].[NH2:12][C:13]1[CH:18]=[CH:17][C:16]([CH3:19])=[CH:15][CH:14]=1.CCCCCC. (3) Given the product [Cl:16][C:17]1[C:22]([Cl:23])=[CH:21][CH:20]=[CH:19][C:18]=1[S:24]([NH:15][C:12]1[CH:13]=[CH:14][C:8]2[O:7][CH2:6][C@@H:5]3[CH2:1][CH2:2][CH2:3][N:4]3[CH2:10][C:9]=2[CH:11]=1)(=[O:26])=[O:25], predict the reactants needed to synthesize it. The reactants are: [CH2:1]1[C@H:5]2[CH2:6][O:7][C:8]3[CH:14]=[CH:13][C:12]([NH2:15])=[CH:11][C:9]=3[CH2:10][N:4]2[CH2:3][CH2:2]1.[Cl:16][C:17]1[C:22]([Cl:23])=[CH:21][CH:20]=[CH:19][C:18]=1[S:24](Cl)(=[O:26])=[O:25].C(O)C(N)(CO)CO. (4) Given the product [NH2:10][CH2:11][C:12]1([C:18]([NH:20][CH2:21][C:22]2[O:26][N:25]=[C:24]([Br:27])[CH:23]=2)=[O:19])[CH2:17][CH2:16][N:15]([C:29]2[C:30]3[CH:37]=[CH:36][NH:35][C:31]=3[N:32]=[CH:33][N:34]=2)[CH2:14][CH2:13]1, predict the reactants needed to synthesize it. The reactants are: C(N(C(C)C)C(C)C)C.[NH2:10][CH2:11][C:12]1([C:18]([NH:20][CH2:21][C:22]2[O:26][N:25]=[C:24]([Br:27])[CH:23]=2)=[O:19])[CH2:17][CH2:16][NH:15][CH2:14][CH2:13]1.Cl[C:29]1[C:30]2[CH:37]=[CH:36][NH:35][C:31]=2[N:32]=[CH:33][N:34]=1. (5) Given the product [CH2:28]([O:30][C:31]1[CH:40]=[C:39]2[C:34]([CH:35]=[CH:36][C:37](/[CH:41]=[N:19]/[NH:18][C:15]3[N:14]=[CH:13][C:12]([C@H:7]([N:4]4[CH2:5][CH2:6][C@@:2]([NH:20][C:21](=[O:27])[O:22][C:23]([CH3:26])([CH3:25])[CH3:24])([CH3:1])[CH2:3]4)[C:8]([F:9])([F:10])[F:11])=[CH:17][CH:16]=3)=[N:38]2)=[CH:33][C:32]=1[F:43])[CH3:29], predict the reactants needed to synthesize it. The reactants are: [CH3:1][C@:2]1([NH:20][C:21](=[O:27])[O:22][C:23]([CH3:26])([CH3:25])[CH3:24])[CH2:6][CH2:5][N:4]([C@@H:7]([C:12]2[CH:13]=[N:14][C:15]([NH:18][NH2:19])=[CH:16][CH:17]=2)[C:8]([F:11])([F:10])[F:9])[CH2:3]1.[CH2:28]([O:30][C:31]1[CH:40]=[C:39]2[C:34]([CH:35]=[CH:36][C:37]([CH:41]=O)=[N:38]2)=[CH:33][C:32]=1[F:43])[CH3:29]. (6) Given the product [OH:17][C:16]1[C:15]2[CH:18]=[CH:19][CH:20]=[CH:21][C:14]=2[O:13][C:12]=1[S:9]([C:6]1[CH:7]=[CH:8][C:3](=[O:2])[NH:4][N:5]=1)(=[O:11])=[O:10], predict the reactants needed to synthesize it. The reactants are: C[O:2][C:3]1[N:4]=[N:5][C:6]([S:9]([C:12]2[O:13][C:14]3[CH:21]=[CH:20][CH:19]=[CH:18][C:15]=3[C:16]=2[OH:17])(=[O:11])=[O:10])=[CH:7][CH:8]=1.Cl. (7) Given the product [CH3:27][N:26]([CH3:28])[CH2:25][CH2:24][CH2:23][O:14][C:8]1[C:7]2[C:12](=[CH:13][C:4]([N+:1]([O-:3])=[O:2])=[CH:5][CH:6]=2)[N:11]=[CH:10][CH:9]=1, predict the reactants needed to synthesize it. The reactants are: [N+:1]([C:4]1[CH:13]=[C:12]2[C:7]([C:8](=[O:14])[CH2:9][CH:10]=[N:11]2)=[CH:6][CH:5]=1)([O-:3])=[O:2].C(=O)([O-])[O-].[K+].[K+].Cl.Cl[CH2:23][CH2:24][CH2:25][N:26]([CH3:28])[CH3:27]. (8) Given the product [F:1][C:2]1[CH:3]=[CH:4][C:5]([CH2:8][CH2:9][C:10]2[N:14]([CH3:15])[N:13]=[C:12]([C:16]3[CH:17]=[C:18]([CH:22]([NH:24][S:29]([NH:28][CH2:27][C:26]([F:34])([F:33])[F:25])(=[O:31])=[O:30])[CH3:23])[CH:19]=[CH:20][CH:21]=3)[CH:11]=2)=[CH:6][CH:7]=1, predict the reactants needed to synthesize it. The reactants are: [F:1][C:2]1[CH:7]=[CH:6][C:5]([CH2:8][CH2:9][C:10]2[N:14]([CH3:15])[N:13]=[C:12]([C:16]3[CH:17]=[C:18]([CH:22]([NH2:24])[CH3:23])[CH:19]=[CH:20][CH:21]=3)[CH:11]=2)=[CH:4][CH:3]=1.[F:25][C:26]([F:34])([F:33])[CH2:27][NH:28][S:29](Cl)(=[O:31])=[O:30].CCN(CC)CC. (9) Given the product [CH3:12][O:11][C:6]1[CH:7]=[CH:8][CH:9]=[C:10]2[C:5]=1[C:4]([CH2:13][NH:16][CH3:15])=[CH:3][N:2]2[CH3:1], predict the reactants needed to synthesize it. The reactants are: [CH3:1][N:2]1[C:10]2[C:5](=[C:6]([O:11][CH3:12])[CH:7]=[CH:8][CH:9]=2)[C:4]([CH:13]=O)=[CH:3]1.[CH3:15][N:16]1C2C(=CC=CC=2)C(C)=C1C=O.